From a dataset of Reaction yield outcomes from USPTO patents with 853,638 reactions. Predict the reaction yield, written as a fraction of the theoretical maximum amount of product (1.0 means a 100% yield; for example, 0.34 means a 34% yield). (1) The yield is 0.990. The reactants are [C:1]1([NH:11][S:12]([C:15]2[CH:16]=[C:17]([CH:21]=[CH:22][C:23]([OH:25])=O)[CH:18]=[CH:19][CH:20]=2)(=[O:14])=[O:13])[C:10]2[C:5](=[CH:6][CH:7]=[CH:8][CH:9]=2)[CH:4]=[CH:3][CH:2]=1.[Cl:26]CCl. The catalyst is CN(C)C=O. The product is [C:1]1([NH:11][S:12]([C:15]2[CH:16]=[C:17]([CH:21]=[CH:22][C:23]([Cl:26])=[O:25])[CH:18]=[CH:19][CH:20]=2)(=[O:14])=[O:13])[C:10]2[C:5](=[CH:6][CH:7]=[CH:8][CH:9]=2)[CH:4]=[CH:3][CH:2]=1. (2) The reactants are [Cl:1][C:2]1[CH:7]=[CH:6][C:5]([CH2:8][CH2:9][CH2:10][NH:11][C:12]2[CH:17]=[CH:16][C:15]([CH3:18])=[C:14]([NH2:19])[CH:13]=2)=[CH:4][CH:3]=1.[C:20]1([C:29](=O)[NH:28][C:26](=[O:27])[NH:25][C:23]1=[O:24])=[N:21]O.O. The catalyst is CC(O)=O. The product is [NH2:19][C:14]1[C:15]([CH3:18])=[CH:16][C:17]2[N:21]=[C:20]3[C:29]([N:11]([CH2:10][CH2:9][CH2:8][C:5]4[CH:6]=[CH:7][C:2]([Cl:1])=[CH:3][CH:4]=4)[C:12]=2[CH:13]=1)=[N:28][C:26](=[O:27])[NH:25][C:23]3=[O:24]. The yield is 0.830. (3) The reactants are [Cl:1][C:2]1[N:3]=[N:4][C:5](I)=[CH:6][CH:7]=1.[Cu](C#N)[C:10]#[N:11].ClCCl. The catalyst is C(#N)C. The product is [Cl:1][C:2]1[N:3]=[N:4][C:5]([C:10]#[N:11])=[CH:6][CH:7]=1. The yield is 0.890. (4) The reactants are CC([O-])(C)C.[K+].[NH2:7][C:8]1[CH:13]=[CH:12][C:11]([C:14]([N:16]2[CH2:21][CH2:20][O:19][CH2:18][CH2:17]2)=[O:15])=[CH:10][CH:9]=1.F[C:23]1[CH:30]=[C:29]([F:31])[CH:28]=[CH:27][C:24]=1[C:25]#[N:26]. The catalyst is CS(C)=O.C(OCC)(=O)C. The product is [F:31][C:29]1[CH:30]=[CH:23][C:24]([C:25]#[N:26])=[C:27]([NH:7][C:8]2[CH:9]=[CH:10][C:11]([C:14]([N:16]3[CH2:17][CH2:18][O:19][CH2:20][CH2:21]3)=[O:15])=[CH:12][CH:13]=2)[CH:28]=1. The yield is 0.800. (5) The reactants are CS(O[CH2:6][C:7]1([F:20])[CH2:12][CH2:11][N:10]([CH2:13][C:14]2[CH:19]=[CH:18][CH:17]=[CH:16][CH:15]=2)[CH2:9][CH2:8]1)(=O)=O.[C:21]1(=[O:31])[C:29]2[C:24](=[CH:25][CH:26]=[CH:27][CH:28]=2)[C:23](=[O:30])[NH:22]1.CC([O-])(C)C.[K+]. The catalyst is CN(C=O)C.[N+](CCCC)(CCCC)(CCCC)CCCC.[I-]. The product is [CH2:13]([N:10]1[CH2:11][CH2:12][C:7]([CH2:6][N:22]2[C:23](=[O:30])[C:24]3[C:29](=[CH:28][CH:27]=[CH:26][CH:25]=3)[C:21]2=[O:31])([F:20])[CH2:8][CH2:9]1)[C:14]1[CH:19]=[CH:18][CH:17]=[CH:16][CH:15]=1. The yield is 0.380. (6) The reactants are [F:1][C:2]([F:33])([F:32])[S:3]([O:6][C@H:7]1[C@H:12]([O:13][Si:14]([C:17]([CH3:20])([CH3:19])[CH3:18])([CH3:16])[CH3:15])[CH:11]=[C:10]([C:21]2[CH:26]=[CH:25][N:24]=[CH:23][C:22]=2[N+:27]([O-])=O)[O:9][C@@H:8]1[CH:30]=[CH2:31])(=[O:5])=[O:4]. The catalyst is CCOC(C)=O.[Pd]. The product is [F:32][C:2]([F:1])([F:33])[S:3]([O:6][C@H:7]1[C@H:12]([O:13][Si:14]([C:17]([CH3:19])([CH3:18])[CH3:20])([CH3:16])[CH3:15])[CH2:11][C@H:10]([C:21]2[CH:26]=[CH:25][N:24]=[CH:23][C:22]=2[NH2:27])[O:9][C@@H:8]1[CH2:30][CH3:31])(=[O:4])=[O:5]. The yield is 0.0800. (7) The reactants are [CH3:1][CH:2]1[N:7]([CH3:8])[CH2:6][CH2:5][N:4]2[N:9]=[C:10]([NH2:12])[CH:11]=[C:3]12.[C:13]([O:16][CH2:17][C:18]1[C:19]([N:33]2[CH2:44][CH2:43][N:42]3[C:35](=[CH:36][C:37]4[CH2:38][C:39]([CH3:46])([CH3:45])[CH2:40][C:41]=43)[C:34]2=[O:47])=[N:20][CH:21]=[CH:22][C:23]=1[C:24]1[CH:29]=[C:28](Br)[C:27](=[O:31])[N:26]([CH3:32])[CH:25]=1)(=[O:15])[CH3:14].CC1(C)C2C(=C(P(C3C=CC=CC=3)C3C=CC=CC=3)C=CC=2)OC2C(P(C3C=CC=CC=3)C3C=CC=CC=3)=CC=CC1=2.C([O-])([O-])=O.[Cs+].[Cs+]. The catalyst is C1C=CC(/C=C/C(/C=C/C2C=CC=CC=2)=O)=CC=1.C1C=CC(/C=C/C(/C=C/C2C=CC=CC=2)=O)=CC=1.C1C=CC(/C=C/C(/C=C/C2C=CC=CC=2)=O)=CC=1.[Pd].[Pd].O1CCOCC1. The product is [C:13]([O:16][CH2:17][C:18]1[C:19]([N:33]2[CH2:44][CH2:43][N:42]3[C:35](=[CH:36][C:37]4[CH2:38][C:39]([CH3:46])([CH3:45])[CH2:40][C:41]=43)[C:34]2=[O:47])=[N:20][CH:21]=[CH:22][C:23]=1[C:24]1[CH:29]=[C:28]([NH:12][C:10]2[CH:11]=[C:3]3[CH:2]([CH3:1])[N:7]([CH3:8])[CH2:6][CH2:5][N:4]3[N:9]=2)[C:27](=[O:31])[N:26]([CH3:32])[CH:25]=1)(=[O:15])[CH3:14]. The yield is 0.480.